This data is from Full USPTO retrosynthesis dataset with 1.9M reactions from patents (1976-2016). The task is: Predict the reactants needed to synthesize the given product. (1) Given the product [CH3:1][O:2][C:3]1[CH:11]=[CH:10][C:6]2[O:7][CH2:8][O:9][C:5]=2[C:4]=1[CH:28]=[O:29], predict the reactants needed to synthesize it. The reactants are: [CH3:1][O:2][C:3]1[CH:11]=[CH:10][C:6]2[O:7][CH2:8][O:9][C:5]=2[CH:4]=1.CN(C)CCN(C)C.[Li]CCCC.CN([CH:28]=[O:29])C.[NH4+].[Cl-]. (2) Given the product [C:6]([N:10]([CH3:34])[C:11]([C:13]1[N:17]2[CH2:18][CH2:19][CH:20]3[CH:25]([C:16]2=[C:15]([C:29]2[S:30][CH:31]=[CH:32][CH:33]=2)[CH:14]=1)[CH:24]=[C:23]([NH:26][C:3](=[O:4])[CH2:2][Br:1])[C:22]([O:27][CH3:28])=[CH:21]3)=[O:12])([CH3:8])([CH3:9])[CH3:7], predict the reactants needed to synthesize it. The reactants are: [Br:1][CH2:2][C:3](Br)=[O:4].[C:6]([N:10]([CH3:34])[C:11]([C:13]1[N:17]2[CH2:18][CH2:19][C:20]3[C:25]([C:16]2=[C:15]([C:29]2[S:30][CH:31]=[CH:32][CH:33]=2)[CH:14]=1)=[CH:24][C:23]([NH2:26])=[C:22]([O:27][CH3:28])[CH:21]=3)=[O:12])([CH3:9])([CH3:8])[CH3:7].CCN(C(C)C)C(C)C. (3) The reactants are: [Cl:1][C:2]1[CH:7]=[CH:6][N:5]=[C:4]2[CH:8]=[C:9]([C:11]([O:13]/[N:14]=[C:15](\[NH2:17])/[CH3:16])=O)[S:10][C:3]=12.C1(C)C=CC=CC=1.ClC1C=CN=C2C=C(C(O)=O)SC=12. Given the product [Cl:1][C:2]1[CH:7]=[CH:6][N:5]=[C:4]2[CH:8]=[C:9]([C:11]3[O:13][N:14]=[C:15]([CH3:16])[N:17]=3)[S:10][C:3]=12, predict the reactants needed to synthesize it. (4) Given the product [Br:5][CH2:6][CH2:7][C:8]([C:18]1[CH:23]=[CH:22][CH:21]=[CH:20][CH:19]=1)([C:12]1[CH:17]=[CH:16][CH:15]=[CH:14][CH:13]=1)[C:9]([Cl:3])=[O:10], predict the reactants needed to synthesize it. The reactants are: S(Cl)([Cl:3])=O.[Br:5][CH2:6][CH2:7][C:8]([C:18]1[CH:23]=[CH:22][CH:21]=[CH:20][CH:19]=1)([C:12]1[CH:17]=[CH:16][CH:15]=[CH:14][CH:13]=1)[C:9](O)=[O:10]. (5) Given the product [C:1]([C:3]1[C:4](=[C:18]([C:19]#[N:20])[C:21]#[N:22])[O:5][C:6]([CH3:17])([CH3:16])[C:7]=1[C:8]1[CH:13]=[CH:12][C:11]([C:14]2[N:25]=[N:24][N:23]([C:26]3[CH:31]=[CH:30][CH:29]=[CH:28][CH:27]=3)[CH:15]=2)=[CH:10][CH:9]=1)#[N:2], predict the reactants needed to synthesize it. The reactants are: [C:1]([C:3]1[C:4](=[C:18]([C:21]#[N:22])[C:19]#[N:20])[O:5][C:6]([CH3:17])([CH3:16])[C:7]=1[C:8]1[CH:13]=[CH:12][C:11]([C:14]#[CH:15])=[CH:10][CH:9]=1)#[N:2].[N:23]([C:26]1[CH:31]=[CH:30][CH:29]=[CH:28][CH:27]=1)=[N+:24]=[N-:25].O=C1O[C@H]([C@H](CO)O)C([O-])=C1O.[Na+].O. (6) Given the product [Cl:1][C:2]1[CH:7]=[CH:6][C:5]([O:8][C:9]2[CH:10]=[CH:11][C:12]([CH2:15][CH2:16][O:17][C:18]3[CH:19]=[CH:20][N:21]([CH2:31][C:32]4[CH:33]=[N:34][N:35]([CH3:37])[CH:36]=4)[C:22](=[O:24])[N:23]=3)=[N:13][CH:14]=2)=[CH:4][C:3]=1[C:25]([F:26])([F:27])[F:28], predict the reactants needed to synthesize it. The reactants are: [Cl:1][C:2]1[CH:7]=[CH:6][C:5]([O:8][C:9]2[CH:10]=[CH:11][C:12]([CH2:15][CH2:16][O:17][C:18]3[NH:23][C:22](=[O:24])[N:21]=[CH:20][CH:19]=3)=[N:13][CH:14]=2)=[CH:4][C:3]=1[C:25]([F:28])([F:27])[F:26].Cl.Cl[CH2:31][C:32]1[CH:33]=[N:34][N:35]([CH3:37])[CH:36]=1. (7) Given the product [C:1]([C:4]1[N:5]=[CH:6][N:7]2[C:12](=[O:13])[N:11]([CH2:14][CH2:15][C:16]([OH:18])=[O:17])[N:10]=[N:9][C:8]=12)(=[O:3])[NH2:2], predict the reactants needed to synthesize it. The reactants are: [C:1]([C:4]1[N:5]=[CH:6][N:7]2[C:12](=[O:13])[N:11]([CH2:14][CH2:15][C:16]([O:18]CC)=[O:17])[N:10]=[N:9][C:8]=12)(=[O:3])[NH2:2].Cl.